Regression. Given a peptide amino acid sequence and an MHC pseudo amino acid sequence, predict their binding affinity value. This is MHC class II binding data. From a dataset of Peptide-MHC class II binding affinity with 134,281 pairs from IEDB. (1) The peptide sequence is SGDVIVKAIGALEDI. The MHC is DRB3_0101 with pseudo-sequence DRB3_0101. The binding affinity (normalized) is 0.0288. (2) The peptide sequence is SLSELTDALRTLGST. The MHC is DRB1_0901 with pseudo-sequence DRB1_0901. The binding affinity (normalized) is 0.310. (3) The binding affinity (normalized) is 0.467. The MHC is HLA-DQA10301-DQB10302 with pseudo-sequence HLA-DQA10301-DQB10302. The peptide sequence is SQDLELSWNLNGLQAN. (4) The peptide sequence is DVDIIVDARLDLSST. The MHC is DRB1_1201 with pseudo-sequence DRB1_1201. The binding affinity (normalized) is 0. (5) The peptide sequence is LQIILSGKMAHLRKV. The MHC is DRB1_0404 with pseudo-sequence DRB1_0404. The binding affinity (normalized) is 0.578. (6) The peptide sequence is NLNIKLNMPLYIAGN. The MHC is DRB3_0101 with pseudo-sequence DRB3_0101. The binding affinity (normalized) is 0.178. (7) The peptide sequence is ALKESWGAIW. The MHC is DRB1_1101 with pseudo-sequence DRB1_1101. The binding affinity (normalized) is 0. (8) The peptide sequence is SLQPLALEGSLQKRG. The MHC is DRB1_0401 with pseudo-sequence DRB1_0401. The binding affinity (normalized) is 0.153. (9) The peptide sequence is HCNEMSWIQSIPFVH. The MHC is HLA-DQA10104-DQB10503 with pseudo-sequence HLA-DQA10104-DQB10503. The binding affinity (normalized) is 0.330. (10) The peptide sequence is EKKYFAATQFHPLAA. The MHC is HLA-DPA10103-DPB10401 with pseudo-sequence HLA-DPA10103-DPB10401. The binding affinity (normalized) is 1.00.